This data is from CYP3A4 inhibition data for predicting drug metabolism from PubChem BioAssay. The task is: Regression/Classification. Given a drug SMILES string, predict its absorption, distribution, metabolism, or excretion properties. Task type varies by dataset: regression for continuous measurements (e.g., permeability, clearance, half-life) or binary classification for categorical outcomes (e.g., BBB penetration, CYP inhibition). Dataset: cyp3a4_veith. The drug is c1ccc(C(c2ccccc2)N2CCC3(CCNCC3)CC2)cc1. The result is 0 (non-inhibitor).